This data is from Full USPTO retrosynthesis dataset with 1.9M reactions from patents (1976-2016). The task is: Predict the reactants needed to synthesize the given product. (1) Given the product [NH2:21][C:16]([CH:12]1[NH:13][C:14](=[O:15])[CH:9]([NH:8][C:6](=[O:7])[O:5][C:1]([CH3:2])([CH3:3])[CH3:4])[CH2:10][CH2:11]1)=[O:18], predict the reactants needed to synthesize it. The reactants are: [C:1]([O:5][C:6]([NH:8][CH:9]1[C:14](=[O:15])[NH:13][CH:12]([C:16]([O:18]CC)=O)[CH2:11][CH2:10]1)=[O:7])([CH3:4])([CH3:3])[CH3:2].[NH3:21].CO. (2) Given the product [F:27][C:17]([F:16])([F:26])[C:18]1[N:19]=[CH:20][C:21]([CH2:24][CH2:25][N:6]2[C:7]3[CH:8]=[CH:9][C:10]([CH3:13])=[CH:11][C:12]=3[C:4]3[CH2:3][N:2]([CH3:1])[CH2:15][CH2:14][C:5]2=3)=[N:22][CH:23]=1, predict the reactants needed to synthesize it. The reactants are: [CH3:1][N:2]1[CH2:15][CH2:14][C:5]2[NH:6][C:7]3[CH:8]=[CH:9][C:10]([CH3:13])=[CH:11][C:12]=3[C:4]=2[CH2:3]1.[F:16][C:17]([F:27])([F:26])[C:18]1[CH:23]=[N:22][C:21]([CH:24]=[CH2:25])=[CH:20][N:19]=1.[OH-].[K+]. (3) Given the product [OH:2][C:3]1[C:8](=[O:9])[NH:7][C:6]([C:10]2[CH:11]=[CH:12][C:13]([C:14]#[N:15])=[CH:16][CH:17]=2)=[N:5][CH:4]=1, predict the reactants needed to synthesize it. The reactants are: C[O:2][C:3]1[C:8](=[O:9])[NH:7][C:6]([C:10]2[CH:17]=[CH:16][C:13]([C:14]#[N:15])=[CH:12][CH:11]=2)=[N:5][CH:4]=1.C(Cl)Cl.B(Br)(Br)Br. (4) The reactants are: [CH3:1][C:2]1[CH:3]=[C:4]([CH:7]=[CH:8][C:9]=1[N:10]1[C:14]2=[N:15][CH:16]=[CH:17][CH:18]=[C:13]2[CH:12]=[CH:11]1)[C:5]#[N:6].[H-].[Na+].[NH2:21][C:22]1[CH:23]=[N:24][C:25]([CH3:28])=[CH:26][CH:27]=1. Given the product [CH3:1][C:2]1[CH:3]=[C:4]([CH:7]=[CH:8][C:9]=1[N:10]1[C:14]2=[N:15][CH:16]=[CH:17][CH:18]=[C:13]2[CH:12]=[CH:11]1)[C:5]([NH2:6])=[N:21][C:22]1[CH:23]=[N:24][C:25]([CH3:28])=[CH:26][CH:27]=1, predict the reactants needed to synthesize it. (5) Given the product [C:39]1([C:43]2[CH:48]=[CH:47][CH:46]=[CH:45][CH:44]=2)[CH:40]=[CH:41][CH:42]=[C:37]([CH2:36][O:34][C@@H:10]2[CH2:9][NH:8][CH2:12][C@H:11]2[CH2:13][N:14]([CH:31]([CH3:33])[CH3:32])[C:15](=[O:30])[C:16]2[CH:21]=[CH:20][C:19]([O:22][CH3:23])=[C:18]([O:24][CH2:25][CH2:26][CH2:27][O:28][CH3:29])[CH:17]=2)[CH:38]=1, predict the reactants needed to synthesize it. The reactants are: C(OC([N:8]1[CH2:12][C@@H:11]([CH2:13][N:14]([CH:31]([CH3:33])[CH3:32])[C:15](=[O:30])[C:16]2[CH:21]=[CH:20][C:19]([O:22][CH3:23])=[C:18]([O:24][CH2:25][CH2:26][CH2:27][O:28][CH3:29])[CH:17]=2)[C@H:10]([OH:34])[CH2:9]1)=O)(C)(C)C.Br[CH2:36][C:37]1[CH:38]=[C:39]([C:43]2[CH:48]=[CH:47][CH:46]=[CH:45][CH:44]=2)[CH:40]=[CH:41][CH:42]=1.CC#N.O.CC#N. (6) Given the product [F:25][C:26]1[CH:36]=[CH:35][CH:34]=[CH:33][C:27]=1[CH:28]=[CH:29][C:30]([NH:2][C@@H:3]([C:14]([O:16][CH3:17])=[O:15])[CH2:4][C:5]1[C:13]2[C:8](=[CH:9][CH:10]=[CH:11][CH:12]=2)[NH:7][CH:6]=1)=[O:31], predict the reactants needed to synthesize it. The reactants are: Cl.[NH2:2][C@@H:3]([C:14]([O:16][CH3:17])=[O:15])[CH2:4][C:5]1[C:13]2[C:8](=[CH:9][CH:10]=[CH:11][CH:12]=2)[NH:7][CH:6]=1.C(N(CC)CC)C.[F:25][C:26]1[CH:36]=[CH:35][CH:34]=[CH:33][C:27]=1[CH:28]=[CH:29][C:30](O)=[O:31].CCN=C=NCCCN(C)C.Cl. (7) The reactants are: C[O:2][C:3]([C@@H:5]1[CH2:9][C@@H:8]([S:10]([C:13]2[CH:18]=[CH:17][CH:16]=[CH:15][C:14]=2[C:19]([F:22])([F:21])[F:20])(=[O:12])=[O:11])[CH2:7][N:6]1[C:23]1[N:24]([C:31]2[CH:36]=[CH:35][C:34]([C:37]([F:40])([F:39])[F:38])=[CH:33][CH:32]=2)[N:25]=[C:26]([CH:28]2[CH2:30][CH2:29]2)[CH:27]=1)=[O:4].[OH-].[Li+]. Given the product [CH:28]1([C:26]2[CH:27]=[C:23]([N:6]3[CH2:7][C@H:8]([S:10]([C:13]4[CH:18]=[CH:17][CH:16]=[CH:15][C:14]=4[C:19]([F:21])([F:22])[F:20])(=[O:12])=[O:11])[CH2:9][C@H:5]3[C:3]([OH:4])=[O:2])[N:24]([C:31]3[CH:36]=[CH:35][C:34]([C:37]([F:40])([F:38])[F:39])=[CH:33][CH:32]=3)[N:25]=2)[CH2:30][CH2:29]1, predict the reactants needed to synthesize it.